This data is from Reaction yield outcomes from USPTO patents with 853,638 reactions. The task is: Predict the reaction yield, written as a fraction of the theoretical maximum amount of product (1.0 means a 100% yield; for example, 0.34 means a 34% yield). (1) The yield is 1.00. The reactants are [C:1]1([CH2:7][CH2:8][NH2:9])[CH:6]=[CH:5][CH:4]=[CH:3][CH:2]=1.[C:10](OC(=O)C)(=[O:12])[CH3:11]. The product is [C:10]([NH:9][CH2:8][CH2:7][C:1]1[CH:6]=[CH:5][CH:4]=[CH:3][CH:2]=1)(=[O:12])[CH3:11]. The catalyst is N1C=CC=CC=1. (2) The reactants are [N:1]1[C:10]2[CH:9]=[CH:8][CH:7]=[C:6]([C:11](O)=[O:12])[C:5]=2[CH:4]=[CH:3][CH:2]=1.[H-].[H-].[H-].[H-].[Li+].[Al+3]. The catalyst is C1COCC1. The product is [N:1]1[C:10]2[C:5](=[C:6]([CH2:11][OH:12])[CH:7]=[CH:8][CH:9]=2)[CH:4]=[CH:3][CH:2]=1. The yield is 0.480. (3) The reactants are [N:1]1([C:8]([NH:10][C@@H:11]([CH2:15][CH:16]([CH3:18])[CH3:17])[C:12]([OH:14])=O)=[O:9])[CH2:7][CH2:6][CH2:5][CH2:4][CH2:3][CH2:2]1.CN1CCOCC1.[CH2:26]([O:33][C:34]1[CH:39]=[CH:38][C:37]([CH2:40][C@H:41]([NH2:49])[CH2:42][N:43]2[CH2:48][CH2:47][O:46][CH2:45][CH2:44]2)=[CH:36][CH:35]=1)[C:27]1[CH:32]=[CH:31][CH:30]=[CH:29][CH:28]=1.C(OCC)C. The catalyst is CN(C=O)C. The product is [CH2:26]([O:33][C:34]1[CH:39]=[CH:38][C:37]([CH2:40][CH:41]([NH:49][C:12]([CH:11]([NH:10][C:8]([N:1]2[CH2:2][CH2:3][CH2:4][CH2:5][CH2:6][CH2:7]2)=[O:9])[CH2:15][CH:16]([CH3:18])[CH3:17])=[O:14])[CH2:42][N:43]2[CH2:48][CH2:47][O:46][CH2:45][CH2:44]2)=[CH:36][CH:35]=1)[C:27]1[CH:28]=[CH:29][CH:30]=[CH:31][CH:32]=1. The yield is 0.240. (4) The reactants are [CH:1]([C:3]1[CH:12]=[CH:11][CH:10]=[C:9]([O:13][CH2:14][C:15]2[CH:20]=[CH:19][C:18]([C:21]([O:23][CH3:24])=[O:22])=[CH:17][CH:16]=2)[C:4]=1[C:5]([O:7][CH3:8])=[O:6])=[CH2:2].[C:25]([OH:28])(=[S:27])[CH3:26].CC(N=NC(C#N)(C)C)(C#N)C. The catalyst is C1C=CC=CC=1. The product is [C:25]([S:27][CH2:2][CH2:1][C:3]1[CH:12]=[CH:11][CH:10]=[C:9]([O:13][CH2:14][C:15]2[CH:16]=[CH:17][C:18]([C:21]([O:23][CH3:24])=[O:22])=[CH:19][CH:20]=2)[C:4]=1[C:5]([O:7][CH3:8])=[O:6])(=[O:28])[CH3:26]. The yield is 0.600.